From a dataset of Full USPTO retrosynthesis dataset with 1.9M reactions from patents (1976-2016). Predict the reactants needed to synthesize the given product. (1) Given the product [CH3:14][N:15]1[CH:19]=[CH:18][C:17]([NH:20][C:21]([C:23]2[CH:34]=[C:33]([O:35][C:10]3[CH:11]=[CH:12][C:7]([C:5]([N:1]4[CH2:4][CH2:3][CH2:2]4)=[O:6])=[CH:8][CH:9]=3)[C:26]3[CH2:27][CH:28]([CH:30]([F:32])[F:31])[O:29][C:25]=3[CH:24]=2)=[O:22])=[N:16]1, predict the reactants needed to synthesize it. The reactants are: [N:1]1([C:5]([C:7]2[CH:12]=[CH:11][C:10](F)=[CH:9][CH:8]=2)=[O:6])[CH2:4][CH2:3][CH2:2]1.[CH3:14][N:15]1[CH:19]=[CH:18][C:17]([NH:20][C:21]([C:23]2[CH:34]=[C:33]([OH:35])[C:26]3[CH2:27][CH:28]([CH:30]([F:32])[F:31])[O:29][C:25]=3[CH:24]=2)=[O:22])=[N:16]1. (2) Given the product [F:1][C:2]1[CH:10]=[CH:9][C:8]([C:11]#[N:12])=[C:7]2[C:3]=1[CH:4]=[CH:5][N:6]2[S:15]([C:18]1[CH:24]=[CH:23][C:21]([CH3:22])=[CH:20][CH:19]=1)(=[O:17])=[O:16], predict the reactants needed to synthesize it. The reactants are: [F:1][C:2]1[CH:10]=[CH:9][C:8]([C:11]#[N:12])=[C:7]2[C:3]=1[CH:4]=[CH:5][NH:6]2.[H-].[Na+].[S:15](Cl)([C:18]1[CH:24]=[CH:23][C:21]([CH3:22])=[CH:20][CH:19]=1)(=[O:17])=[O:16].[NH4+].[Cl-]. (3) Given the product [C:1]([NH:4][CH:5]([CH:25]([C:26]1[CH:31]=[CH:30][C:29]([F:32])=[CH:28][CH:27]=1)[C:22]1[CH:23]=[CH:24][C:19]([F:18])=[CH:20][CH:21]=1)[C:6]([OH:8])=[O:7])(=[O:3])[CH3:2], predict the reactants needed to synthesize it. The reactants are: [C:1]([NH:4][CH:5](C(OCC)=O)[C:6]([O:8]CC)=[O:7])(=[O:3])[CH3:2].[H-].[Na+].[F:18][C:19]1[CH:24]=[CH:23][C:22]([C:25](Br)(Br)[C:26]2[CH:31]=[CH:30][C:29]([F:32])=[CH:28][CH:27]=2)=[CH:21][CH:20]=1.C1(C)C=CC=CC=1.